Predict the product of the given reaction. From a dataset of Forward reaction prediction with 1.9M reactions from USPTO patents (1976-2016). (1) Given the reactants C([O:3][C:4](=[O:25])[C@@H:5]([O:22][CH2:23][CH3:24])[CH2:6][C:7]1[CH:12]=[CH:11][C:10]([O:13][CH2:14][C:15]2[S:16][C:17](Br)=[CH:18][C:19]=2[CH3:20])=[CH:9][CH:8]=1)C.CC1(C)C(C)(C)OB([C:34]2[CH:39]=[CH:38][C:37]([C:40]3[O:41][CH:42]=[N:43][N:44]=3)=[CH:36][CH:35]=2)O1, predict the reaction product. The product is: [O:41]1[CH:42]=[N:43][N:44]=[C:40]1[C:37]1[CH:38]=[CH:39][C:34]([C:17]2[S:16][C:15]([CH2:14][O:13][C:10]3[CH:9]=[CH:8][C:7]([CH2:6][C@H:5]([O:22][CH2:23][CH3:24])[C:4]([OH:3])=[O:25])=[CH:12][CH:11]=3)=[C:19]([CH3:20])[CH:18]=2)=[CH:35][CH:36]=1. (2) Given the reactants [Cl:1][C:2]1[CH:7]=[CH:6][CH:5]=[CH:4][C:3]=1[CH:8]([OH:11])[C:9]#[N:10].[C:12]1([CH3:22])[CH:17]=[CH:16][C:15]([S:18](Cl)(=[O:20])=[O:19])=[CH:14][CH:13]=1.CCN(CC)CC.O, predict the reaction product. The product is: [CH3:22][C:12]1[CH:17]=[CH:16][C:15]([S:18]([O:11][CH:8]([C:3]2[CH:4]=[CH:5][CH:6]=[CH:7][C:2]=2[Cl:1])[C:9]#[N:10])(=[O:20])=[O:19])=[CH:14][CH:13]=1. (3) Given the reactants Br[C:2]1[CH:3]=[CH:4][C:5]([F:14])=[C:6]([C:8]2[CH:13]=[CH:12][N:11]=[CH:10][CH:9]=2)[CH:7]=1.C([O-])(=O)C.[K+].[B:20]1(B2OC(C)(C)C(C)(C)O2)[O:24]C(C)(C)C(C)(C)[O:21]1, predict the reaction product. The product is: [F:14][C:5]1[CH:4]=[CH:3][C:2]([B:20]([OH:24])[OH:21])=[CH:7][C:6]=1[C:8]1[CH:13]=[CH:12][N:11]=[CH:10][CH:9]=1. (4) Given the reactants [NH4+].[N:2]#[C:3][S-:4].[NH2:5][C:6]1[C:7]([CH3:12])=[CH:8][CH:9]=[CH:10][CH:11]=1.N, predict the reaction product. The product is: [CH3:12][C:7]1[CH:8]=[CH:9][CH:10]=[CH:11][C:6]=1[NH:5][C:3]([NH2:2])=[S:4].